From a dataset of Retrosynthesis with 50K atom-mapped reactions and 10 reaction types from USPTO. Predict the reactants needed to synthesize the given product. (1) The reactants are: CC(C)(C)OC(=O)N1CC[C@H]1COc1cncc(Br)c1.CN1C(=O)CCc2cc(B3OC(C)(C)C(C)(C)O3)ccc21. Given the product CN1C(=O)CCc2cc(-c3cncc(OC[C@@H]4CCN4C(=O)OC(C)(C)C)c3)ccc21, predict the reactants needed to synthesize it. (2) Given the product CC(=O)Nc1ccc(N)cc1, predict the reactants needed to synthesize it. The reactants are: CC(=O)Nc1ccc([N+](=O)[O-])cc1. (3) Given the product CN(C)CCCN=Cc1ccc2c(c1)OCO2, predict the reactants needed to synthesize it. The reactants are: CN(C)CCCN.O=Cc1ccc2c(c1)OCO2. (4) Given the product COc1cc(CC(=O)Nc2cccc(-c3ccccc3)c2)ccc1OCCNC(=O)OC(C)(C)C, predict the reactants needed to synthesize it. The reactants are: COc1cc(CC(=O)Nc2cccc(I)c2)ccc1OCCNC(=O)OC(C)(C)C.OB(O)c1ccccc1. (5) Given the product CNc1cc(-c2noc(C)n2)ccc1CNC(=O)c1cc(OC)c(C)c(OC)c1, predict the reactants needed to synthesize it. The reactants are: COc1cc(C(=O)NCc2ccc(-c3noc(C)n3)cc2N(C)C(=O)C(F)(F)F)cc(OC)c1C. (6) Given the product COc1cc(Cl)c2c(c1Cl)C=C(C(=O)O)C(C(F)(F)F)O2, predict the reactants needed to synthesize it. The reactants are: CCOC(=O)C1=Cc2c(Cl)c(OC)cc(Cl)c2OC1C(F)(F)F.